This data is from Reaction yield outcomes from USPTO patents with 853,638 reactions. The task is: Predict the reaction yield, written as a fraction of the theoretical maximum amount of product (1.0 means a 100% yield; for example, 0.34 means a 34% yield). (1) The reactants are [CH2:1]([C:3]1[CH:4]=[C:5]2[C:9](=[CH:10][CH:11]=1)[NH:8][CH:7]=[C:6]2[CH2:12][CH:13](C(O)=O)[C:14]([OH:16])=[O:15])[CH3:2].C(=O)=O. No catalyst specified. The product is [CH2:1]([C:3]1[CH:4]=[C:5]2[C:9](=[CH:10][CH:11]=1)[NH:8][CH:7]=[C:6]2[CH2:12][CH2:13][C:14]([OH:16])=[O:15])[CH3:2]. The yield is 0.577. (2) The reactants are [C:1]1([CH3:11])[CH:6]=[CH:5][C:4](S(O)(=O)=O)=[CH:3][CH:2]=1.[OH2:12]. The catalyst is C(O)(C)C. The product is [CH3:2][CH:1]([CH3:6])[CH:11]([C:1]1[CH:6]=[CH:5][CH:4]=[CH:3][CH:2]=1)[CH2:3][CH2:4][CH:5]=[O:12]. The yield is 0.590. (3) The product is [CH3:1][O:2][C:3]1[CH:4]=[C:5]2[C:10](=[CH:11][C:12]=1[O:13][CH3:14])[N:9]=[CH:8][CH:7]=[C:6]2[N:15]1[CH2:21][C:20]2[CH:22]=[C:23]([C:26]3[CH:31]=[CH:30][C:29]4[N:32]=[C:39]([NH:38][C:36](=[O:37])[O:35][CH3:34])[NH:33][C:28]=4[CH:27]=3)[CH:24]=[CH:25][C:19]=2[O:18][CH2:17][CH2:16]1. The yield is 0.250. The reactants are [CH3:1][O:2][C:3]1[CH:4]=[C:5]2[C:10](=[CH:11][C:12]=1[O:13][CH3:14])[N:9]=[CH:8][CH:7]=[C:6]2[N:15]1[CH2:21][C:20]2[CH:22]=[C:23]([C:26]3[CH:27]=[C:28]([NH2:33])[C:29]([NH2:32])=[CH:30][CH:31]=3)[CH:24]=[CH:25][C:19]=2[O:18][CH2:17][CH2:16]1.[CH3:34][O:35][C:36]([NH:38][C:39](=NC(OC)=O)SC)=[O:37]. The catalyst is C(O)(=O)C. (4) The reactants are CC(C)([O-])C.[K+].[C:7]([O:12]CC)(=O)[CH2:8][CH2:9][CH3:10].[CH:15](OCC)=O.[NH2:20][C:21]([NH2:23])=[S:22]. The catalyst is C1COCC1.C(OCC)C.O.CC(O)=O. The product is [CH2:9]([C:8]1[C:7](=[O:12])[NH:20][C:21](=[S:22])[NH:23][CH:15]=1)[CH3:10]. The yield is 0.820. (5) The reactants are [OH:1][C@@H:2]1[CH2:5][C@H:4]([CH2:6][NH:7][C:8](=[O:14])[O:9][C:10]([CH3:13])([CH3:12])[CH3:11])[CH2:3]1.C(N(CC)CC)C.[CH3:22][S:23](Cl)(=[O:25])=[O:24].O. The catalyst is C(Cl)Cl. The product is [CH3:22][S:23]([O:1][C@H:2]1[CH2:5][C@@H:4]([CH2:6][NH:7][C:8]([O:9][C:10]([CH3:11])([CH3:13])[CH3:12])=[O:14])[CH2:3]1)(=[O:25])=[O:24]. The yield is 0.700.